Dataset: Catalyst prediction with 721,799 reactions and 888 catalyst types from USPTO. Task: Predict which catalyst facilitates the given reaction. (1) Reactant: CO.[Br:3][C:4]1[C:9]([N:10]2[CH2:15][CH2:14][C:13](=O)[CH2:12][CH2:11]2)=[CH:8][CH:7]=[C:6]([O:17][CH3:18])[N:5]=1.C(=O)([O-])[O-].[K+].[K+].[Cl-].[OH:26][NH3+:27]. The catalyst class is: 6. Product: [Br:3][C:4]1[C:9]([N:10]2[CH2:15][CH2:14][C:13](=[N:27][OH:26])[CH2:12][CH2:11]2)=[CH:8][CH:7]=[C:6]([O:17][CH3:18])[N:5]=1. (2) Reactant: [CH2:1]([O:3][C:4]([N:6]1[CH2:11][CH2:10][C:9]([C:12]2[S:13][CH:14]=[CH:15][CH:16]=2)=[CH:8][CH2:7]1)=[O:5])[CH3:2].C[OH:18].[OH-].[Na+].OO. Product: [CH2:1]([O:3][C:4]([N:6]1[CH2:11][CH2:10][C@@H:9]([C:12]2[S:13][CH:14]=[CH:15][CH:16]=2)[C@H:8]([OH:18])[CH2:7]1)=[O:5])[CH3:2]. The catalyst class is: 1. (3) Reactant: Cl.Cl.[CH3:3][N:4]1[CH2:13][CH2:12][C:11]2[C:6](=[CH:7][C:8]([NH:14][C:15]([C:17]3[CH:18]=[C:19]([CH:22]=[CH:23][CH:24]=3)[CH2:20][NH2:21])=[O:16])=[CH:9][CH:10]=2)[CH2:5]1.CN1CCOCC1.CN(C(ON1N=NC2C=CC=NC1=2)=[N+](C)C)C.F[P-](F)(F)(F)(F)F.[Br:56][C:57]1[CH:65]=[C:64]([O:66][CH3:67])[C:63]([O:68][CH3:69])=[CH:62][C:58]=1[C:59](O)=[O:60]. Product: [Br:56][C:57]1[CH:65]=[C:64]([O:66][CH3:67])[C:63]([O:68][CH3:69])=[CH:62][C:58]=1[C:59]([NH:21][CH2:20][C:19]1[CH:22]=[CH:23][CH:24]=[C:17]([C:15](=[O:16])[NH:14][C:8]2[CH:7]=[C:6]3[C:11]([CH2:12][CH2:13][N:4]([CH3:3])[CH2:5]3)=[CH:10][CH:9]=2)[CH:18]=1)=[O:60]. The catalyst class is: 3. (4) Reactant: [C:1]([C:5]1[C:6]([OH:16])=[C:7]([S:12]([NH2:15])(=[O:14])=[O:13])[CH:8]=[C:9]([CH3:11])[CH:10]=1)([CH3:4])([CH3:3])[CH3:2].[Cl:17][C:18]1[CH:23]=[C:22]([N+:24]([O-:26])=[O:25])[CH:21]=[CH:20][C:19]=1F. Product: [C:1]([C:5]1[C:6]([OH:16])=[C:7]([S:12]([NH:15][C:19]2[CH:20]=[CH:21][C:22]([N+:24]([O-:26])=[O:25])=[CH:23][C:18]=2[Cl:17])(=[O:14])=[O:13])[CH:8]=[C:9]([CH3:11])[CH:10]=1)([CH3:4])([CH3:2])[CH3:3]. The catalyst class is: 14. (5) Reactant: [CH3:1][CH:2]([C:7]([O:9][CH3:10])=[O:8])[C:3]([O:5][CH3:6])=[O:4].[H-].[Na+].I[CH2:14][C@@H:15]1[CH2:19][N:18]([C@H:20]([C:22]2[CH:27]=[CH:26][CH:25]=[CH:24][CH:23]=2)[CH3:21])[C:17](=[O:28])[CH2:16]1.O. Product: [CH3:6][O:5][C:3](=[O:4])[C:2]([CH3:1])([CH2:14][C@H:15]1[CH2:16][C:17](=[O:28])[N:18]([C@H:20]([C:22]2[CH:27]=[CH:26][CH:25]=[CH:24][CH:23]=2)[CH3:21])[CH2:19]1)[C:7]([O:9][CH3:10])=[O:8]. The catalyst class is: 16.